From a dataset of Forward reaction prediction with 1.9M reactions from USPTO patents (1976-2016). Predict the product of the given reaction. Given the reactants [Br:1][C:2]1[CH:3]=[C:4]([C:26]([CH3:29])([CH3:28])[CH3:27])[C:5]([O:24][CH3:25])=[C:6]([CH2:8][C:9]([C:13]2[CH:18]=[CH:17][C:16]([NH:19][S:20]([CH3:23])(=[O:22])=[O:21])=[CH:15][CH:14]=2)([C:11]#[N:12])[CH3:10])[CH:7]=1.[NH4+].[OH-], predict the reaction product. The product is: [NH2:12][CH2:11][C:9]([C:13]1[CH:14]=[CH:15][C:16]([NH:19][S:20]([CH3:23])(=[O:22])=[O:21])=[CH:17][CH:18]=1)([CH3:10])[CH2:8][C:6]1[CH:7]=[C:2]([Br:1])[CH:3]=[C:4]([C:26]([CH3:28])([CH3:29])[CH3:27])[C:5]=1[O:24][CH3:25].